This data is from Full USPTO retrosynthesis dataset with 1.9M reactions from patents (1976-2016). The task is: Predict the reactants needed to synthesize the given product. (1) Given the product [OH:2][C:3]1[CH:4]=[C:5]([CH:9]=[O:10])[CH:6]=[CH:7][CH:8]=1, predict the reactants needed to synthesize it. The reactants are: C[O:2][C:3]1[CH:4]=[C:5]([CH:9]=[O:10])[CH:6]=[CH:7][CH:8]=1.BrCCCl.C(N(C(C)C)CC)(C)C.CNC.B(Br)(Br)Br. (2) Given the product [N:14]1([CH2:20][CH2:21][NH:22][C:11]([C:9]2[NH:8][C:5]3=[CH:6][N:7]=[C:2]([Cl:1])[CH:3]=[C:4]3[CH:10]=2)=[O:13])[CH2:19][CH2:18][O:17][CH2:16][CH2:15]1, predict the reactants needed to synthesize it. The reactants are: [Cl:1][C:2]1[CH:3]=[C:4]2[CH:10]=[C:9]([C:11]([OH:13])=O)[NH:8][C:5]2=[CH:6][N:7]=1.[N:14]1([CH2:20][CH2:21][NH2:22])[CH2:19][CH2:18][O:17][CH2:16][CH2:15]1.